This data is from Full USPTO retrosynthesis dataset with 1.9M reactions from patents (1976-2016). The task is: Predict the reactants needed to synthesize the given product. (1) Given the product [NH2:22][C:18]1[N:17]=[CH:16][N:15]=[C:14]2[C:19]=1[N:20]=[CH:21][N:13]2[C@H:5]1[C@@H:6]2[O:10][C:9]([CH3:12])([CH3:11])[O:8][C@@H:7]2[C@@H:3]([CH2:2][NH:1][CH:24]2[CH2:27][CH:26]([CH2:28][CH2:29][C:30]([O:32][CH2:33][C:34]3[CH:35]=[CH:36][CH:37]=[CH:38][CH:39]=3)=[O:31])[CH2:25]2)[O:4]1, predict the reactants needed to synthesize it. The reactants are: [NH2:1][CH2:2][C@@H:3]1[C@H:7]2[O:8][C:9]([CH3:12])([CH3:11])[O:10][C@H:6]2[C@H:5]([N:13]2[CH:21]=[N:20][C:19]3[C:14]2=[N:15][CH:16]=[N:17][C:18]=3[NH2:22])[O:4]1.O=[C:24]1[CH2:27][CH:26]([CH2:28][CH2:29][C:30]([O:32][CH2:33][C:34]2[CH:39]=[CH:38][CH:37]=[CH:36][CH:35]=2)=[O:31])[CH2:25]1.C(O)(=O)C.ClCCCl. (2) The reactants are: ClC1C2N=C(C3C=C(C=CC=3)C(NCCC3CCN(C4C=CN=CC=4)CC3)=O)SC=2C=CC=1.[Cl:34][C:35]1[CH:36]=[CH:37][CH:38]=[C:39]2[C:43]=1[C:42](=[O:44])[N:41]([C:45]1[CH:46]=[C:47]([CH:51]=[CH:52][CH:53]=1)[C:48](O)=[O:49])[CH2:40]2.C(OC([N:61]1[CH2:66][CH2:65][CH:64]([O:67][CH2:68][CH:69]2[CH2:74][CH2:73][NH:72][CH2:71][CH2:70]2)[CH2:63][CH2:62]1)=O)(C)(C)C.C(O)(C(F)(F)F)=O. Given the product [Cl:34][C:35]1[CH:36]=[CH:37][CH:38]=[C:39]2[C:43]=1[C:42](=[O:44])[N:41]([C:45]1[CH:53]=[CH:52][CH:51]=[C:47]([C:48]([N:72]3[CH2:71][CH2:70][CH:69]([CH2:68][O:67][CH:64]4[CH2:65][CH2:66][NH:61][CH2:62][CH2:63]4)[CH2:74][CH2:73]3)=[O:49])[CH:46]=1)[CH2:40]2, predict the reactants needed to synthesize it. (3) Given the product [CH:24]([OH:23])=[O:39].[NH2:34][C:30]1[CH:29]=[C:28]([C:26]#[C:27][C:14]2[N:12]3[N:13]=[C:8]([C:7]4[CH:6]=[CH:5][C:4]([C:18]([N:20]5[CH2:25][CH2:24][O:23][CH2:22][CH2:21]5)=[O:19])=[CH:3][C:2]=4[F:1])[CH:9]=[CH:10][C:11]3=[N:16][CH:15]=2)[CH:33]=[CH:32][N:31]=1, predict the reactants needed to synthesize it. The reactants are: [F:1][C:2]1[CH:3]=[C:4]([C:18]([N:20]2[CH2:25][CH2:24][O:23][CH2:22][CH2:21]2)=[O:19])[CH:5]=[CH:6][C:7]=1[C:8]1[CH:9]=[CH:10][C:11]2[N:12]([C:14](I)=[CH:15][N:16]=2)[N:13]=1.[C:26]([C:28]1[CH:33]=[CH:32][N:31]=[C:30]([NH2:34])[CH:29]=1)#[CH:27].CN(C=[O:39])C. (4) Given the product [CH2:1]([NH:9][C:10]1[N:15]=[C:14]([N:16]2[C:25]3[N:24]=[C:23]([C:26]4[CH:27]=[CH:28][CH:29]=[CH:30][CH:31]=4)[C:22]([C:42](=[O:43])[CH3:41])=[CH:21][C:20]=3[CH2:19][CH2:18][CH2:17]2)[CH:13]=[CH:12][N:11]=1)[CH2:2][C:3]1[CH:8]=[CH:7][CH:6]=[CH:5][CH:4]=1, predict the reactants needed to synthesize it. The reactants are: [CH2:1]([NH:9][C:10]1[N:15]=[C:14]([N:16]2[C:25]3[N:24]=[C:23]([C:26]4[CH:31]=[CH:30][CH:29]=[CH:28][CH:27]=4)[C:22](C(OCC)=O)=[CH:21][C:20]=3[CH2:19][CH2:18][CH2:17]2)[CH:13]=[CH:12][N:11]=1)[CH2:2][C:3]1[CH:8]=[CH:7][CH:6]=[CH:5][CH:4]=1.C[Mg]Br.C1C[O:43][CH2:42][CH2:41]1. (5) Given the product [O:11]=[C:10]1[CH2:15][CH2:16][C:7]([CH:4]2[CH2:3][CH2:2][O:1][CH2:6][CH2:5]2)([C:17]#[N:18])[CH2:8][CH2:9]1, predict the reactants needed to synthesize it. The reactants are: [O:1]1[CH2:6][CH2:5][CH:4]([C:7]2([C:17]#[N:18])[CH2:16][CH2:15][C:10]3(OCC[O:11]3)[CH2:9][CH2:8]2)[CH2:3][CH2:2]1.C(=O)(O)[O-].[Na+]. (6) Given the product [Cl:34][C:6]1[C:5]2[CH2:4][CH2:3][N:2]([CH3:1])[C@@H:11]([C@@H:12]3[C:13]4[C:18](=[C:17]([O:22][CH3:23])[C:16]([O:24][CH3:25])=[CH:15][CH:14]=4)[C:19](=[O:20])[O:21]3)[C:10]=2[C:9]([O:26][CH3:27])=[C:8]2[O:28][CH2:29][O:30][C:7]=12, predict the reactants needed to synthesize it. The reactants are: [CH3:1][N:2]1[C@@H:11]([C@H:12]2[O:21][C:19](=[O:20])[C:18]3[C:17]([O:22][CH3:23])=[C:16]([O:24][CH3:25])[CH:15]=[CH:14][C:13]2=3)[C:10]2[C:9]([O:26][CH3:27])=[C:8]3[O:28][CH2:29][O:30][C:7]3=[CH:6][C:5]=2[CH2:4][CH2:3]1.S(Cl)([Cl:34])(=O)=O.CO.O.